Dataset: Full USPTO retrosynthesis dataset with 1.9M reactions from patents (1976-2016). Task: Predict the reactants needed to synthesize the given product. (1) Given the product [CH:18]12[CH2:26][CH:22]3[CH2:21][CH:20]([CH2:25][CH:24]([CH2:23]3)[CH:17]1[N:16]([CH3:32])[C:14](=[O:15])[NH:13][CH2:12][CH2:11][O:10][C:7]1[CH:6]=[CH:5][C:4]([C:3]([OH:2])=[O:28])=[CH:9][CH:8]=1)[CH2:19]2, predict the reactants needed to synthesize it. The reactants are: C[O:2][C:3](=[O:28])[C:4]1[CH:9]=[CH:8][C:7]([O:10][CH2:11][CH2:12][N:13](C)[C:14]([NH:16][CH:17]2[CH:24]3[CH2:25][CH:20]4[CH2:21][CH:22]([CH2:26][CH:18]2[CH2:19]4)[CH2:23]3)=[O:15])=[CH:6][CH:5]=1.[OH-].[Na+].O.[CH2:32]1COCC1. (2) Given the product [Cl:24][C:25]1[CH:30]=[C:29]([C:9]2[S:10][CH:11]=[C:12]([C:14]3[S:18][C:17]([NH:19][C:20]([NH2:22])=[NH:21])=[N:16][C:15]=3[CH3:23])[N:13]=2)[CH:28]=[C:27]([Cl:34])[N:26]=1, predict the reactants needed to synthesize it. The reactants are: NC1C=CC(N[C:9]2[S:10][CH:11]=[C:12]([C:14]3[S:18][C:17]([NH:19][C:20]([NH2:22])=[NH:21])=[N:16][C:15]=3[CH3:23])[N:13]=2)=CC=1.[Cl:24][C:25]1[CH:30]=[C:29](C(=S)N)[CH:28]=[C:27]([Cl:34])[N:26]=1. (3) Given the product [CH3:1][C:2]1[N:7]2[N:8]=[C:9]([NH:11][C:14]3[CH:19]=[CH:18][C:17]([N:20]4[CH:24]=[C:23]([CH3:25])[N:22]=[CH:21]4)=[C:16]([O:26][CH3:27])[CH:15]=3)[N:10]=[C:6]2[CH:5]=[CH:4][C:3]=1[CH3:12], predict the reactants needed to synthesize it. The reactants are: [CH3:1][C:2]1[N:7]2[N:8]=[C:9]([NH2:11])[N:10]=[C:6]2[CH:5]=[CH:4][C:3]=1[CH3:12].Br[C:14]1[CH:19]=[CH:18][C:17]([N:20]2[CH:24]=[C:23]([CH3:25])[N:22]=[CH:21]2)=[C:16]([O:26][CH3:27])[CH:15]=1.C(Cl)Cl. (4) The reactants are: Cl[C:2]1[CH:3]=[N:4][CH:5]=[C:6]([C:10]2[CH:11]=[C:12]3[C:16](=[CH:17][CH:18]=2)[N:15]([C:19](=[O:31])[CH2:20][C:21]2[CH:26]=[CH:25][CH:24]=[C:23]([C:27]([F:30])([F:29])[F:28])[CH:22]=2)[CH2:14][CH2:13]3)[C:7]=1[C:8]#[N:9].[CH3:32][NH:33][NH2:34]. Given the product [CH3:32][N:33]1[C:2]2=[CH:3][N:4]=[CH:5][C:6]([C:10]3[CH:11]=[C:12]4[C:16](=[CH:17][CH:18]=3)[N:15]([C:19](=[O:31])[CH2:20][C:21]3[CH:26]=[CH:25][CH:24]=[C:23]([C:27]([F:30])([F:29])[F:28])[CH:22]=3)[CH2:14][CH2:13]4)=[C:7]2[C:8]([NH2:9])=[N:34]1, predict the reactants needed to synthesize it.